From a dataset of NCI-60 drug combinations with 297,098 pairs across 59 cell lines. Regression. Given two drug SMILES strings and cell line genomic features, predict the synergy score measuring deviation from expected non-interaction effect. (1) Drug 1: COC1=NC(=NC2=C1N=CN2C3C(C(C(O3)CO)O)O)N. Drug 2: CNC(=O)C1=NC=CC(=C1)OC2=CC=C(C=C2)NC(=O)NC3=CC(=C(C=C3)Cl)C(F)(F)F. Cell line: UO-31. Synergy scores: CSS=0.725, Synergy_ZIP=-0.124, Synergy_Bliss=0.409, Synergy_Loewe=-0.673, Synergy_HSA=-0.665. (2) Drug 1: C1C(C(OC1N2C=NC3=C(N=C(N=C32)Cl)N)CO)O. Drug 2: CC=C1C(=O)NC(C(=O)OC2CC(=O)NC(C(=O)NC(CSSCCC=C2)C(=O)N1)C(C)C)C(C)C. Cell line: MDA-MB-435. Synergy scores: CSS=67.3, Synergy_ZIP=-1.53, Synergy_Bliss=-1.02, Synergy_Loewe=-0.0613, Synergy_HSA=0.620. (3) Drug 1: CCCCC(=O)OCC(=O)C1(CC(C2=C(C1)C(=C3C(=C2O)C(=O)C4=C(C3=O)C=CC=C4OC)O)OC5CC(C(C(O5)C)O)NC(=O)C(F)(F)F)O. Drug 2: CN(C(=O)NC(C=O)C(C(C(CO)O)O)O)N=O. Cell line: NCI-H460. Synergy scores: CSS=25.6, Synergy_ZIP=-0.681, Synergy_Bliss=-1.96, Synergy_Loewe=-45.2, Synergy_HSA=-2.61. (4) Drug 1: CC(CN1CC(=O)NC(=O)C1)N2CC(=O)NC(=O)C2. Drug 2: CCCCCOC(=O)NC1=NC(=O)N(C=C1F)C2C(C(C(O2)C)O)O. Cell line: A549. Synergy scores: CSS=31.4, Synergy_ZIP=1.35, Synergy_Bliss=0.687, Synergy_Loewe=-13.6, Synergy_HSA=-0.00245. (5) Drug 1: CCC(=C(C1=CC=CC=C1)C2=CC=C(C=C2)OCCN(C)C)C3=CC=CC=C3.C(C(=O)O)C(CC(=O)O)(C(=O)O)O. Drug 2: C1CN1C2=NC(=NC(=N2)N3CC3)N4CC4. Cell line: HCT-15. Synergy scores: CSS=27.6, Synergy_ZIP=-2.04, Synergy_Bliss=-3.58, Synergy_Loewe=-17.1, Synergy_HSA=-7.23. (6) Drug 1: CC1OCC2C(O1)C(C(C(O2)OC3C4COC(=O)C4C(C5=CC6=C(C=C35)OCO6)C7=CC(=C(C(=C7)OC)O)OC)O)O. Drug 2: C1=NC2=C(N=C(N=C2N1C3C(C(C(O3)CO)O)F)Cl)N. Cell line: NCI-H522. Synergy scores: CSS=30.3, Synergy_ZIP=-6.01, Synergy_Bliss=-5.54, Synergy_Loewe=-1.08, Synergy_HSA=0.830. (7) Drug 1: C1C(C(OC1N2C=NC3=C(N=C(N=C32)Cl)N)CO)O. Drug 2: CN1C(=O)N2C=NC(=C2N=N1)C(=O)N. Cell line: HCT-15. Synergy scores: CSS=29.1, Synergy_ZIP=8.38, Synergy_Bliss=13.4, Synergy_Loewe=-40.4, Synergy_HSA=4.66. (8) Drug 1: CCN(CC)CCNC(=O)C1=C(NC(=C1C)C=C2C3=C(C=CC(=C3)F)NC2=O)C. Drug 2: CC(C)(C#N)C1=CC(=CC(=C1)CN2C=NC=N2)C(C)(C)C#N. Cell line: HOP-62. Synergy scores: CSS=9.60, Synergy_ZIP=-0.415, Synergy_Bliss=2.62, Synergy_Loewe=4.08, Synergy_HSA=2.06. (9) Drug 1: CC1CCC2CC(C(=CC=CC=CC(CC(C(=O)C(C(C(=CC(C(=O)CC(OC(=O)C3CCCCN3C(=O)C(=O)C1(O2)O)C(C)CC4CCC(C(C4)OC)O)C)C)O)OC)C)C)C)OC. Drug 2: CC1C(C(CC(O1)OC2CC(CC3=C2C(=C4C(=C3O)C(=O)C5=C(C4=O)C(=CC=C5)OC)O)(C(=O)CO)O)N)O.Cl. Cell line: TK-10. Synergy scores: CSS=32.5, Synergy_ZIP=4.54, Synergy_Bliss=4.28, Synergy_Loewe=7.76, Synergy_HSA=6.24. (10) Drug 1: CC1=CC=C(C=C1)C2=CC(=NN2C3=CC=C(C=C3)S(=O)(=O)N)C(F)(F)F. Drug 2: C1C(C(OC1N2C=C(C(=O)NC2=O)F)CO)O. Cell line: HS 578T. Synergy scores: CSS=22.9, Synergy_ZIP=1.72, Synergy_Bliss=1.34, Synergy_Loewe=-28.5, Synergy_HSA=-0.386.